Dataset: Full USPTO retrosynthesis dataset with 1.9M reactions from patents (1976-2016). Task: Predict the reactants needed to synthesize the given product. (1) Given the product [NH2:1][C:2]1[CH:12]=[CH:11][C:10]([C:15]2[O:14][C:18]3[CH:19]=[CH:20][CH:21]=[CH:22][C:17]=3[CH:16]=2)=[C:4]2[C:5]([NH:7][C:8](=[O:9])[C:3]=12)=[O:6], predict the reactants needed to synthesize it. The reactants are: [NH2:1][C:2]1[CH:12]=[CH:11][C:10](Br)=[C:4]2[C:5]([NH:7][C:8](=[O:9])[C:3]=12)=[O:6].[O:14]1[C:18]2[CH:19]=[CH:20][CH:21]=[CH:22][C:17]=2[CH:16]=[C:15]1B(O)O.C1(C)C=CC=CC=1P(C1C=CC=CC=1C)C1C=CC=CC=1C.C(N(CC)CC)C. (2) Given the product [C:1]([O:5][C:6](=[O:28])[NH:7][C@@H:8]([CH3:27])[CH2:9][N:10]1[C:18]2[C:13](=[CH:14][CH:15]=[CH:16][CH:17]=2)[C:12]2[CH:19]=[C:20]([C:24]([NH2:26])=[O:25])[C:21]([NH:23][CH3:29])=[N:22][C:11]1=2)([CH3:4])([CH3:2])[CH3:3], predict the reactants needed to synthesize it. The reactants are: [C:1]([O:5][C:6](=[O:28])[NH:7][C@@H:8]([CH3:27])[CH2:9][N:10]1[C:18]2[C:13](=[CH:14][CH:15]=[CH:16][CH:17]=2)[C:12]2[CH:19]=[C:20]([C:24]([NH2:26])=[O:25])[C:21]([NH2:23])=[N:22][C:11]1=2)([CH3:4])([CH3:3])[CH3:2].[CH2:29](N1C2C(=CC=CC=2)C2C=C(C(N)=O)C(NC)=NC1=2)C. (3) Given the product [NH2:17][C:16]1[CH:15]=[C:5]([CH:4]=[C:3]([CH3:20])[C:2]=1[NH2:1])[O:6][CH2:7][CH2:8][CH2:9][C:10]([O:12][CH2:13][CH3:14])=[O:11], predict the reactants needed to synthesize it. The reactants are: [NH2:1][C:2]1[C:16]([N+:17]([O-])=O)=[CH:15][C:5]([O:6][CH2:7][CH2:8][CH2:9][C:10]([O:12][CH2:13][CH3:14])=[O:11])=[CH:4][C:3]=1[CH3:20].[H][H]. (4) Given the product [CH:39]([Si:35]([CH:36]([CH3:38])[CH3:37])([CH:42]([CH3:43])[CH3:44])[N:32]1[CH:33]=[CH:34][C:30]([CH:2]2[N:7]3[CH:8]=[N:9][CH:10]=[C:6]3[CH2:5][CH2:4][CH2:3]2)=[CH:31]1)([CH3:41])[CH3:40], predict the reactants needed to synthesize it. The reactants are: Cl[CH:2]([C:30]1[CH:34]=[CH:33][N:32]([Si:35]([CH:42]([CH3:44])[CH3:43])([CH:39]([CH3:41])[CH3:40])[CH:36]([CH3:38])[CH3:37])[CH:31]=1)[CH2:3][CH2:4][CH2:5][C:6]1[N:7]=[CH:8][N:9](C(C2C=CC=CC=2)(C2C=CC=CC=2)C2C=CC=CC=2)[CH:10]=1.CO. (5) Given the product [OH:1][C@H:2]([C:11]1[CH:20]=[CH:19][C:14]2[C:15](=[O:18])[O:16][CH2:17][C:13]=2[C:12]=1[CH3:21])[CH2:3][N:4]1[CH2:9][CH2:8][N:7]([C:23]2[CH:33]=[CH:32][C:26]3[CH:27]=[C:28]([C:30]#[N:31])[S:29][C:25]=3[CH:24]=2)[C:6](=[O:10])[CH2:5]1, predict the reactants needed to synthesize it. The reactants are: [OH:1][C@H:2]([C:11]1[CH:20]=[CH:19][C:14]2[C:15](=[O:18])[O:16][CH2:17][C:13]=2[C:12]=1[CH3:21])[CH2:3][N:4]1[CH2:9][CH2:8][NH:7][C:6](=[O:10])[CH2:5]1.Br[C:23]1[CH:33]=[CH:32][C:26]2[CH:27]=[C:28]([C:30]#[N:31])[S:29][C:25]=2[CH:24]=1.CC1(C)C2C(=C(P(C3C=CC=CC=3)C3C=CC=CC=3)C=CC=2)OC2C(P(C3C=CC=CC=3)C3C=CC=CC=3)=CC=CC1=2.C([O-])([O-])=O.[Cs+].[Cs+]. (6) Given the product [CH:8]([O:11][C:12]([N:14]1[C:23]2[C:18](=[N:19][C:20]([C:24]([F:27])([F:25])[F:26])=[CH:21][CH:22]=2)[C@H:17]([N:28]([C:29]2[N:30]=[N:31][N:32]([CH2:34][CH2:35][NH2:36])[N:33]=2)[CH2:44][C:45]2[CH:46]=[C:47]([C:55]([F:56])([F:57])[F:58])[CH:48]=[C:49]([C:51]([F:52])([F:53])[F:54])[CH:50]=2)[CH2:16][C@@H:15]1[CH2:59][CH3:60])=[O:13])([CH3:10])[CH3:9], predict the reactants needed to synthesize it. The reactants are: FC(F)(F)C(O)=O.[CH:8]([O:11][C:12]([N:14]1[C:23]2[C:18](=[N:19][C:20]([C:24]([F:27])([F:26])[F:25])=[CH:21][CH:22]=2)[C@H:17]([N:28]([CH2:44][C:45]2[CH:50]=[C:49]([C:51]([F:54])([F:53])[F:52])[CH:48]=[C:47]([C:55]([F:58])([F:57])[F:56])[CH:46]=2)[C:29]2[N:30]=[N:31][N:32]([CH2:34][CH2:35][NH:36]C(OC(C)(C)C)=O)[N:33]=2)[CH2:16][C@@H:15]1[CH2:59][CH3:60])=[O:13])([CH3:10])[CH3:9].C(=O)(O)[O-].[Na+].